From a dataset of Full USPTO retrosynthesis dataset with 1.9M reactions from patents (1976-2016). Predict the reactants needed to synthesize the given product. (1) Given the product [OH:26][C:8]1[CH:9]=[C:10]([CH:13]2[CH:22]([OH:23])[CH2:21][C:20]3[C:19]([OH:24])=[CH:18][C:17]([OH:25])=[CH:16][C:15]=3[O:14]2)[CH:11]=[CH:12][C:7]=1[O:6][CH2:3][CH2:4][CH3:5], predict the reactants needed to synthesize it. The reactants are: [H][H].[CH2:3]([O:6][C:7]1[CH:12]=[CH:11][C:10]([CH:13]2[CH:22]([OH:23])[CH2:21][C:20]3[C:19]([OH:24])=[CH:18][C:17]([OH:25])=[CH:16][C:15]=3[O:14]2)=[CH:9][C:8]=1[OH:26])[CH:4]=[CH2:5]. (2) Given the product [CH:26]([S:29][C:30]1[CH:35]=[CH:34][C:33]([C:2]2[CH:25]=[CH:24][CH:23]=[C:4]([CH2:5][O:6][C:7]3[CH:12]=[CH:11][C:10]([C:13]4([CH2:17][C:18]([O:20][CH2:21][CH3:22])=[O:19])[CH2:14][O:15][CH2:16]4)=[CH:9][CH:8]=3)[CH:3]=2)=[CH:32][CH:31]=1)([CH3:28])[CH3:27], predict the reactants needed to synthesize it. The reactants are: Br[C:2]1[CH:3]=[C:4]([CH:23]=[CH:24][CH:25]=1)[CH2:5][O:6][C:7]1[CH:12]=[CH:11][C:10]([C:13]2([CH2:17][C:18]([O:20][CH2:21][CH3:22])=[O:19])[CH2:16][O:15][CH2:14]2)=[CH:9][CH:8]=1.[CH:26]([S:29][C:30]1[CH:35]=[CH:34][C:33](B(O)O)=[CH:32][CH:31]=1)([CH3:28])[CH3:27].C(=O)([O-])[O-].[K+].[K+].